Task: Predict the product of the given reaction.. Dataset: Forward reaction prediction with 1.9M reactions from USPTO patents (1976-2016) The product is: [CH3:1][N:2]1[CH2:3][CH2:4][N:5]([C:8]2[CH:13]=[CH:12][CH:11]=[CH:10][C:9]=2[NH2:14])[CH2:6][CH2:7]1. Given the reactants [CH3:1][N:2]1[CH2:7][CH2:6][N:5]([C:8]2[CH:13]=[CH:12][CH:11]=[CH:10][C:9]=2[N+:14]([O-])=O)[CH2:4][CH2:3]1, predict the reaction product.